From a dataset of Forward reaction prediction with 1.9M reactions from USPTO patents (1976-2016). Predict the product of the given reaction. (1) Given the reactants [Cl:1][C:2]1[CH:7]=[CH:6][CH:5]=[CH:4][C:3]=1[N:8]1[C:12]([C:13]2[CH:14]=[C:15]([C:29]([O:31]C)=[O:30])[C:16]([C:19]3[CH:24]=[CH:23][CH:22]=[C:21]([S:25]([CH3:28])(=[O:27])=[O:26])[CH:20]=3)=[CH:17][CH:18]=2)=[CH:11][C:10]([C:33]([F:36])([F:35])[F:34])=[N:9]1.[OH-].[Na+], predict the reaction product. The product is: [Cl:1][C:2]1[CH:7]=[CH:6][CH:5]=[CH:4][C:3]=1[N:8]1[C:12]([C:13]2[CH:14]=[C:15]([C:29]([OH:31])=[O:30])[C:16]([C:19]3[CH:24]=[CH:23][CH:22]=[C:21]([S:25]([CH3:28])(=[O:27])=[O:26])[CH:20]=3)=[CH:17][CH:18]=2)=[CH:11][C:10]([C:33]([F:36])([F:34])[F:35])=[N:9]1. (2) Given the reactants [Cl-].O[NH3+].C(O)C.CC[N:9](C(C)C)C(C)C.[Br:16][C:17]1[N:18]=[CH:19][C:20]([NH:23][C:24]([NH:26]C(=O)OCC)=S)=[N:21][CH:22]=1, predict the reaction product. The product is: [Br:16][C:17]1[N:18]=[CH:19][C:20]2[N:21]([N:9]=[C:24]([NH2:26])[N:23]=2)[CH:22]=1. (3) Given the reactants Cl[C:2]1[N:6]2[CH:7]=[C:8]([F:11])[CH:9]=[CH:10][C:5]2=[N:4][N:3]=1.[CH3:12][N:13]1[CH2:18][CH2:17][NH:16][CH2:15][CH2:14]1, predict the reaction product. The product is: [F:11][C:8]1[CH:9]=[CH:10][C:5]2[N:6]([C:2]([N:16]3[CH2:17][CH2:18][N:13]([CH3:12])[CH2:14][CH2:15]3)=[N:3][N:4]=2)[CH:7]=1. (4) Given the reactants [N:1]1[CH:6]=[CH:5][CH:4]=[CH:3][C:2]=1[C:7]1[N:8]=[CH:9][C:10]([OH:19])=[N:11][C:12]=1[C:13]1[CH:18]=[CH:17][CH:16]=[CH:15][N:14]=1.[N:20]1([CH2:25][C:26]2[CH:35]=[CH:34][C:29]([O:30][CH2:31][CH2:32]O)=[CH:28][CH:27]=2)[CH:24]=[CH:23][N:22]=[CH:21]1.C1(P(C2C=CC=CC=2)C2C=CC=CC=2)C=CC=CC=1.N(C(OCC)=O)=NC(OCC)=O, predict the reaction product. The product is: [N:20]1([CH2:25][C:26]2[CH:27]=[CH:28][C:29]([O:30][CH2:31][CH2:32][O:19][C:10]3[N:11]=[C:12]([C:13]4[CH:18]=[CH:17][CH:16]=[CH:15][N:14]=4)[C:7]([C:2]4[CH:3]=[CH:4][CH:5]=[CH:6][N:1]=4)=[N:8][CH:9]=3)=[CH:34][CH:35]=2)[CH:24]=[CH:23][N:22]=[CH:21]1. (5) Given the reactants Cl[C:2]1[N:7]=[CH:6][N:5]=[C:4]([C:8]2[CH:9]=[CH:10][C:11]([O:16][CH:17]3[CH2:22][CH2:21][O:20][CH2:19][CH2:18]3)=[C:12]([CH:15]=2)[C:13]#[N:14])[N:3]=1.[NH2:23][C:24]1[CH:25]=[C:26]([C:30]([OH:33])([CH3:32])[CH3:31])[CH:27]=[CH:28][CH:29]=1.C(N(CC)C(C)C)(C)C, predict the reaction product. The product is: [OH:33][C:30]([C:26]1[CH:25]=[C:24]([NH:23][C:2]2[N:7]=[CH:6][N:5]=[C:4]([C:8]3[CH:9]=[CH:10][C:11]([O:16][CH:17]4[CH2:22][CH2:21][O:20][CH2:19][CH2:18]4)=[C:12]([CH:15]=3)[C:13]#[N:14])[N:3]=2)[CH:29]=[CH:28][CH:27]=1)([CH3:32])[CH3:31]. (6) The product is: [CH2:15]([N:17]([CH2:18][CH3:19])[CH:2]1[CH2:7][CH2:6][N:5]([C:8]([O:10][C:11]([CH3:14])([CH3:13])[CH3:12])=[O:9])[CH2:4][CH2:3]1)[CH3:16]. Given the reactants O=[C:2]1[CH2:7][CH2:6][N:5]([C:8]([O:10][C:11]([CH3:14])([CH3:13])[CH3:12])=[O:9])[CH2:4][CH2:3]1.[CH2:15]([NH:17][CH2:18][CH3:19])[CH3:16], predict the reaction product. (7) Given the reactants [NH2:1][C:2]1[S:3][C@:4]2([C:19](OC)=[O:20])[C@H:6]([C@:7]([C:10]3[CH:15]=[C:14]([NH2:16])[CH:13]=[C:12]([F:17])[C:11]=3[F:18])([CH3:9])[N:8]=1)[CH2:5]2.C(OC(=O)N(C1S[C@]2([C:54](=O)[N:55]([O:57][CH3:58])C)[C@H]([C@](C3C=CC=C(F)C=3F)(C)N=1)C2)COCC[Si](C)(C)C)(C)(C)C, predict the reaction product. The product is: [NH2:1][C:2]1[S:3][C@:4]2([C:19]([N:55]([O:57][CH3:58])[CH3:54])=[O:20])[C@H:6]([C@:7]([C:10]3[CH:15]=[C:14]([NH2:16])[CH:13]=[C:12]([F:17])[C:11]=3[F:18])([CH3:9])[N:8]=1)[CH2:5]2.